From a dataset of Full USPTO retrosynthesis dataset with 1.9M reactions from patents (1976-2016). Predict the reactants needed to synthesize the given product. (1) Given the product [F:20][C:19]([F:22])([F:21])[C:18]([N:17]([C@@H:6]1[CH2:5][C:4]2[C:9](=[C:10]([S:13]([NH:25][C:26]3[CH:35]=[CH:34][C:33]4[C:28](=[CH:29][CH:30]=[CH:31][CH:32]=4)[N:27]=3)(=[O:15])=[O:14])[CH:11]=[CH:12][C:3]=2[O:2][CH3:1])[O:8][CH2:7]1)[CH3:24])=[O:23], predict the reactants needed to synthesize it. The reactants are: [CH3:1][O:2][C:3]1[CH:12]=[CH:11][C:10]([S:13](Cl)(=[O:15])=[O:14])=[C:9]2[C:4]=1[CH2:5][C@@H:6]([N:17]([CH3:24])[C:18](=[O:23])[C:19]([F:22])([F:21])[F:20])[CH2:7][O:8]2.[NH2:25][C:26]1[CH:35]=[CH:34][C:33]2[C:28](=[CH:29][CH:30]=[CH:31][CH:32]=2)[N:27]=1.CCN(C(C)C)C(C)C.N1C=CC=CC=1. (2) Given the product [C:22]([O:8][C:7](=[O:9])[C@H:5]([CH2:4][CH:1]1[CH2:3][CH2:2]1)[NH2:6])([CH3:24])([CH3:23])[CH3:21], predict the reactants needed to synthesize it. The reactants are: [CH:1]1([CH2:4][C@@H:5]([C:7]([OH:9])=[O:8])[NH2:6])[CH2:3][CH2:2]1.O1CCOCC1.S(=O)(=O)(O)O.[CH3:21][C:22](=[CH2:24])[CH3:23]. (3) Given the product [F:38][C:34]1([F:37])[CH2:33][CH2:32][N:31]([CH:24]([C:25]2[CH:30]=[CH:29][CH:28]=[CH:27][CH:26]=2)[CH2:23][NH:22][CH2:12][C:4]2[C:3](=[O:14])[N:2]([CH3:1])[C:11]3[C:6]([CH:5]=2)=[CH:7][CH:8]=[CH:9][CH:10]=3)[CH2:36][CH2:35]1, predict the reactants needed to synthesize it. The reactants are: [CH3:1][N:2]1[C:11]2[C:6](=[CH:7][CH:8]=[CH:9][CH:10]=2)[CH:5]=[C:4]([CH:12]=O)[C:3]1=[O:14].C([O-])(=O)C.[Na+].[Cl-].[Cl-].[NH3+:22][CH2:23][CH:24]([NH+:31]1[CH2:36][CH2:35][C:34]([F:38])([F:37])[CH2:33][CH2:32]1)[C:25]1[CH:30]=[CH:29][CH:28]=[CH:27][CH:26]=1.C(O)(=O)C.C(O[BH-](OC(=O)C)OC(=O)C)(=O)C.[Na+]. (4) Given the product [NH2:1][C:2]1[C:3]([CH3:21])=[C:4]([C:8]2[CH:13]=[N:12][C:11]([C:14]([NH2:22])=[O:15])=[C:10]3[NH:18][CH:19]=[CH:20][C:9]=23)[CH:5]=[CH:6][CH:7]=1, predict the reactants needed to synthesize it. The reactants are: [NH2:1][C:2]1[C:3]([CH3:21])=[C:4]([C:8]2[CH:13]=[N:12][C:11]([C:14](OC)=[O:15])=[C:10]3[NH:18][CH:19]=[CH:20][C:9]=23)[CH:5]=[CH:6][CH:7]=1.[NH3:22]. (5) The reactants are: [O:1]([CH2:9][CH2:10][CH2:11][CH2:12][CH2:13][CH2:14][CH2:15][CH2:16][CH2:17][CH2:18][CH2:19][CH2:20][CH2:21][CH2:22][CH2:23][CH3:24])[S:2]([C:5]([F:8])([F:7])[F:6])(=[O:4])=[O:3].[CH3:25][C:26]1[CH:31]=[C:30]([CH3:32])[N:29]=[C:28]([CH3:33])[CH:27]=1. Given the product [O-:4][S:2]([C:5]([F:8])([F:7])[F:6])(=[O:3])=[O:1].[CH2:9]([N+:29]1[C:30]([CH3:32])=[CH:31][C:26]([CH3:25])=[CH:27][C:28]=1[CH3:33])[CH2:10][CH2:11][CH2:12][CH2:13][CH2:14][CH2:15][CH2:16][CH2:17][CH2:18][CH2:19][CH2:20][CH2:21][CH2:22][CH2:23][CH3:24], predict the reactants needed to synthesize it.